This data is from Forward reaction prediction with 1.9M reactions from USPTO patents (1976-2016). The task is: Predict the product of the given reaction. (1) The product is: [F:39][C:38]1[CH:37]=[CH:36][CH:35]=[C:34]([F:40])[C:33]=1[CH2:32][N:11]1[C:10]2=[N:9][N:8]([C:5]3[CH:6]=[CH:7][C:2]([NH:1][C:48](=[O:50])[CH3:49])=[CH:3][CH:4]=3)[C:16]([CH2:17][N:18]([CH3:19])[CH3:20])=[C:15]2[C:14](=[O:21])[N:13]([C:22]2[CH:27]=[CH:26][CH:25]=[C:24]([O:28][CH3:29])[C:23]=2[F:30])[C:12]1=[O:31]. Given the reactants [NH2:1][C:2]1[CH:7]=[CH:6][C:5]([N:8]2[C:16]([CH2:17][N:18]([CH3:20])[CH3:19])=[C:15]3[C:10]([N:11]([CH2:32][C:33]4[C:38]([F:39])=[CH:37][CH:36]=[CH:35][C:34]=4[F:40])[C:12](=[O:31])[N:13]([C:22]4[CH:27]=[CH:26][CH:25]=[C:24]([O:28][CH3:29])[C:23]=4[F:30])[C:14]3=[O:21])=[N:9]2)=[CH:4][CH:3]=1.C(N(CC)CC)C.[C:48](OC(=O)C)(=[O:50])[CH3:49].C(=O)(O)[O-].[Na+], predict the reaction product. (2) Given the reactants [F:1][C:2]1[C:3]([O:19][CH3:20])=[C:4]([C@@H:8]([CH3:18])[CH2:9][C@:10]([OH:17])([C:13]([F:16])([F:15])[F:14])[CH:11]=O)[CH:5]=[CH:6][CH:7]=1.[NH2:21][C:22]1[CH:31]=[CH:30][CH:29]=[C:28]2[C:23]=1[CH:24]=[N:25][C:26]([CH3:32])=[N:27]2, predict the reaction product. The product is: [F:1][C:2]1[C:3]([O:19][CH3:20])=[C:4]([C@@H:8]([CH3:18])[CH2:9][C@@:10]([C:13]([F:14])([F:15])[F:16])([OH:17])[CH:11]=[N:21][C:22]2[CH:31]=[CH:30][CH:29]=[C:28]3[C:23]=2[CH:24]=[N:25][C:26]([CH3:32])=[N:27]3)[CH:5]=[CH:6][CH:7]=1.